From a dataset of NCI-60 drug combinations with 297,098 pairs across 59 cell lines. Regression. Given two drug SMILES strings and cell line genomic features, predict the synergy score measuring deviation from expected non-interaction effect. (1) Cell line: HT29. Synergy scores: CSS=75.1, Synergy_ZIP=9.51, Synergy_Bliss=6.15, Synergy_Loewe=-8.51, Synergy_HSA=7.19. Drug 1: CC1=C(N=C(N=C1N)C(CC(=O)N)NCC(C(=O)N)N)C(=O)NC(C(C2=CN=CN2)OC3C(C(C(C(O3)CO)O)O)OC4C(C(C(C(O4)CO)O)OC(=O)N)O)C(=O)NC(C)C(C(C)C(=O)NC(C(C)O)C(=O)NCCC5=NC(=CS5)C6=NC(=CS6)C(=O)NCCC[S+](C)C)O. Drug 2: B(C(CC(C)C)NC(=O)C(CC1=CC=CC=C1)NC(=O)C2=NC=CN=C2)(O)O. (2) Drug 1: CC1=C(N=C(N=C1N)C(CC(=O)N)NCC(C(=O)N)N)C(=O)NC(C(C2=CN=CN2)OC3C(C(C(C(O3)CO)O)O)OC4C(C(C(C(O4)CO)O)OC(=O)N)O)C(=O)NC(C)C(C(C)C(=O)NC(C(C)O)C(=O)NCCC5=NC(=CS5)C6=NC(=CS6)C(=O)NCCC[S+](C)C)O. Drug 2: CCCCC(=O)OCC(=O)C1(CC(C2=C(C1)C(=C3C(=C2O)C(=O)C4=C(C3=O)C=CC=C4OC)O)OC5CC(C(C(O5)C)O)NC(=O)C(F)(F)F)O. Cell line: UACC62. Synergy scores: CSS=57.6, Synergy_ZIP=5.86, Synergy_Bliss=7.26, Synergy_Loewe=8.56, Synergy_HSA=10.7. (3) Drug 1: C1=CN(C=N1)CC(O)(P(=O)(O)O)P(=O)(O)O. Drug 2: C(CCl)NC(=O)N(CCCl)N=O. Cell line: SK-MEL-2. Synergy scores: CSS=23.1, Synergy_ZIP=-3.99, Synergy_Bliss=-1.19, Synergy_Loewe=0.174, Synergy_HSA=0.474. (4) Drug 1: CC(CN1CC(=O)NC(=O)C1)N2CC(=O)NC(=O)C2. Drug 2: C1C(C(OC1N2C=NC3=C2NC=NCC3O)CO)O. Cell line: SF-539. Synergy scores: CSS=15.7, Synergy_ZIP=-4.83, Synergy_Bliss=-1.29, Synergy_Loewe=-0.157, Synergy_HSA=0.115. (5) Drug 1: CN1CCC(CC1)COC2=C(C=C3C(=C2)N=CN=C3NC4=C(C=C(C=C4)Br)F)OC. Drug 2: C1=CC=C(C(=C1)C(C2=CC=C(C=C2)Cl)C(Cl)Cl)Cl. Cell line: PC-3. Synergy scores: CSS=10.1, Synergy_ZIP=-1.71, Synergy_Bliss=2.44, Synergy_Loewe=-6.17, Synergy_HSA=2.88. (6) Drug 1: CN(CCCl)CCCl.Cl. Drug 2: B(C(CC(C)C)NC(=O)C(CC1=CC=CC=C1)NC(=O)C2=NC=CN=C2)(O)O. Cell line: UACC-257. Synergy scores: CSS=27.4, Synergy_ZIP=-0.496, Synergy_Bliss=-0.00596, Synergy_Loewe=-28.6, Synergy_HSA=-0.449.